The task is: Predict the reaction yield, written as a fraction of the theoretical maximum amount of product (1.0 means a 100% yield; for example, 0.34 means a 34% yield).. This data is from Reaction yield outcomes from USPTO patents with 853,638 reactions. (1) The reactants are [F:1][C:2]1[CH:14]=[CH:13][CH:12]=[C:11]([F:15])[C:3]=1[CH2:4][N:5]1[CH2:9][CH:8]=[CH:7][N:6]1O.P(Br)(Br)([Br:18])=O. The catalyst is C(Cl)(Cl)Cl. The product is [Br:18][C:9]1[N:5]([CH2:4][C:3]2[C:2]([F:1])=[CH:14][CH:13]=[CH:12][C:11]=2[F:15])[N:6]=[CH:7][CH:8]=1. The yield is 0.967. (2) The reactants are [Cl:1][C:2]1[CH:3]=[C:4]2[C:8](=[CH:9][CH:10]=1)[NH:7][C:6]([C:11]1[CH:16]=[CH:15][C:14]([Cl:17])=[CH:13][C:12]=1[Cl:18])=[CH:5]2.[C:19](Cl)(=O)[CH3:20].[Sn](Cl)(Cl)(Cl)Cl.Cl.C(=O)(O)O.[NH2:33][NH:34][C:35]([NH2:37])=[NH:36]. The catalyst is C(Cl)Cl. The product is [Cl:1][C:2]1[CH:3]=[C:4]2[C:8](=[CH:9][CH:10]=1)[NH:7][C:6]([C:11]1[CH:16]=[CH:15][C:14]([Cl:17])=[CH:13][C:12]=1[Cl:18])=[C:5]2[CH2:20][CH:19]=[N:33][NH:34][C:35](=[NH:36])[NH2:37]. The yield is 0.0300. (3) The reactants are [CH:1]([C@@H:4]1[C:9](=[O:10])[NH:8][CH:7]=[CH:6][N:5]1[C:11]([O:13][CH2:14][C:15]1[CH:20]=[CH:19][CH:18]=[CH:17][CH:16]=1)=[O:12])([CH3:3])[CH3:2].[SiH](CC)(CC)CC.C(O)(C(F)(F)F)=O. The catalyst is ClCCCl. The product is [CH:1]([C@@H:4]1[C:9](=[O:10])[NH:8][CH2:7][CH2:6][N:5]1[C:11]([O:13][CH2:14][C:15]1[CH:16]=[CH:17][CH:18]=[CH:19][CH:20]=1)=[O:12])([CH3:3])[CH3:2]. The yield is 0.998. (4) The reactants are [Cl:1][C:2]1[CH:3]=[CH:4][C:5]2[C:11](=[O:12])[CH2:10][CH2:9][CH2:8][NH:7][C:6]=2[CH:13]=1.[C:14](O[C:14]([O:16][C:17]([CH3:20])([CH3:19])[CH3:18])=[O:15])([O:16][C:17]([CH3:20])([CH3:19])[CH3:18])=[O:15].CN(C1C=CC=CN=1)C.C(N(C(C)C)CC)(C)C. The catalyst is C(OCC)(=O)C.CCCCCC.ClCCl. The product is [C:17]([O:16][C:14]([N:7]1[CH2:8][CH2:9][CH2:10][C:11](=[O:12])[C:5]2[CH:4]=[CH:3][C:2]([Cl:1])=[CH:13][C:6]1=2)=[O:15])([CH3:20])([CH3:19])[CH3:18]. The yield is 0.790. (5) The reactants are [C:1]1([C@H:7](O)[CH3:8])[CH:6]=[CH:5][CH:4]=[CH:3][CH:2]=1.O=S(Cl)[Cl:12]. The catalyst is C(Cl)Cl. The product is [Cl:12][C@H:7]([C:1]1[CH:6]=[CH:5][CH:4]=[CH:3][CH:2]=1)[CH3:8]. The yield is 0.660. (6) The reactants are [F:1][C:2]([F:47])([F:46])[C:3]1[CH:4]=[C:5]([C:13]([CH3:45])([CH3:44])[C:14]([N:16]([CH3:43])[C:17]2[C:18]([C:35]3[CH:40]=[CH:39][C:38]([F:41])=[CH:37][C:36]=3[CH3:42])=[CH:19][C:20]([N:23]3[CH2:28][CH2:27][CH:26]([CH2:29]OS(C)(=O)=O)[CH2:25][CH2:24]3)=[N:21][CH:22]=2)=[O:15])[CH:6]=[C:7]([C:9]([F:12])([F:11])[F:10])[CH:8]=1.[CH3:48][S-:49].[Na+].[OH-].[Na+]. The catalyst is CN(C=O)C. The product is [F:11][C:9]([F:12])([F:10])[C:7]1[CH:6]=[C:5]([C:13]([CH3:45])([CH3:44])[C:14]([N:16]([C:17]2[C:18]([C:35]3[CH:40]=[CH:39][C:38]([F:41])=[CH:37][C:36]=3[CH3:42])=[CH:19][C:20]([N:23]3[CH2:28][CH2:27][CH:26]([CH2:29][S:49][CH3:48])[CH2:25][CH2:24]3)=[N:21][CH:22]=2)[CH3:43])=[O:15])[CH:4]=[C:3]([C:2]([F:1])([F:47])[F:46])[CH:8]=1. The yield is 0.920. (7) The reactants are [Cl:1][C:2]1[CH:9]=[CH:8][C:5]([CH:6]=O)=[C:4]([F:10])[CH:3]=1.[OH-].[Na+].ClCCl.[CH3:16][C:17]([CH3:19])=[O:18]. The catalyst is O. The product is [Cl:1][C:2]1[CH:9]=[CH:8][C:5](/[CH:6]=[CH:16]/[C:17](=[O:18])[CH3:19])=[C:4]([F:10])[CH:3]=1. The yield is 0.760.